Dataset: Forward reaction prediction with 1.9M reactions from USPTO patents (1976-2016). Task: Predict the product of the given reaction. (1) Given the reactants [Br:1][C:2]1[CH:3]=[C:4]([CH:9]=[CH:10][C:11]=1[CH2:12][NH:13][CH:14]1[CH2:19][CH2:18][CH:17]([C:20]([CH3:23])([CH3:22])[CH3:21])[CH2:16][CH2:15]1)[C:5]([O:7][CH3:8])=[O:6].[CH3:24]CN(C(C)C)C(C)C.C(Cl)(Cl)=S.[CH3:37][NH:38][C:39]1[CH:44]=[CH:43][C:42]([O:45][CH3:46])=[CH:41][C:40]=1[NH2:47].C([O-])(O)=O.[Na+], predict the reaction product. The product is: [Br:1][C:2]1[CH:3]=[C:4]([CH:9]=[CH:10][C:11]=1[CH2:12][N:13]([CH:14]1[CH2:15][CH2:16][CH:17]([C:20]([CH3:23])([CH3:22])[CH3:21])[CH2:18][CH2:19]1)[C:37]1[N:38]([CH3:24])[C:39]2[CH:44]=[CH:43][C:42]([O:45][CH3:46])=[CH:41][C:40]=2[N:47]=1)[C:5]([O:7][CH3:8])=[O:6]. (2) The product is: [CH2:1]([O:3][C:4]([C:6]1[CH:11]=[C:10]([CH:12]=[O:23])[NH:9][C:8](=[O:13])[C:7]=1[O:14][CH2:15][C:16]1[CH:17]=[CH:18][CH:19]=[CH:20][CH:21]=1)=[O:5])[CH3:2]. Given the reactants [CH2:1]([O:3][C:4]([C:6]1[CH:11]=[C:10]([CH3:12])[NH:9][C:8](=[O:13])[C:7]=1[O:14][CH2:15][C:16]1[CH:21]=[CH:20][CH:19]=[CH:18][CH:17]=1)=[O:5])[CH3:2].[Se]=[O:23], predict the reaction product. (3) Given the reactants [CH3:1][C:2]1[N:6]([CH2:7][CH2:8][OH:9])[C:5]([N+:10]([O-:12])=[O:11])=[CH:4][N:3]=1.[OH-].[Na+].[C:15]1(=[O:21])[O:20][C:18](=[O:19])[CH2:17][CH2:16]1, predict the reaction product. The product is: [CH3:1][C:2]1[N:6]([CH2:7][CH2:8][O:9][C:15]([CH2:16][CH2:17][C:18]([OH:20])=[O:19])=[O:21])[C:5]([N+:10]([O-:12])=[O:11])=[CH:4][N:3]=1. (4) Given the reactants C([Si](C)(C)[O:6][CH2:7][CH2:8][N:9]1[CH2:14][CH2:13][CH:12]([N:15]2[C:19]([C:20]3[S:21][C:22]4[CH2:23][CH2:24][O:25][C:26]5[CH:33]=[C:32]([C:34]6[CH:35]=[N:36][N:37]([CH2:39][C:40]([CH3:43])([OH:42])[CH3:41])[CH:38]=6)[CH:31]=[CH:30][C:27]=5[C:28]=4[N:29]=3)=[N:18][CH:17]=[N:16]2)[CH2:11][CH2:10]1)(C)(C)C.CO.Cl, predict the reaction product. The product is: [OH:6][CH2:7][CH2:8][N:9]1[CH2:14][CH2:13][CH:12]([N:15]2[C:19]([C:20]3[S:21][C:22]4[CH2:23][CH2:24][O:25][C:26]5[CH:33]=[C:32]([C:34]6[CH:35]=[N:36][N:37]([CH2:39][C:40]([CH3:43])([OH:42])[CH3:41])[CH:38]=6)[CH:31]=[CH:30][C:27]=5[C:28]=4[N:29]=3)=[N:18][CH:17]=[N:16]2)[CH2:11][CH2:10]1. (5) Given the reactants [Cl:1][C:2]1[CH:3]=[C:4]([C:29](O)=[O:30])[CH:5]=[N:6][C:7]=1[NH:8][NH:9][C:10]([NH:12][CH:13]1[C:19]2[CH:20]=[N:21][CH:22]=[CH:23][C:18]=2[CH2:17][CH2:16][C:15]2[C:24]([F:28])=[CH:25][CH:26]=[CH:27][C:14]1=2)=[S:11].CN(C(ON1N=NC2C=CC=NC1=2)=[N+](C)C)C.F[P-](F)(F)(F)(F)F.CCN(C(C)C)C(C)C.Cl.[NH2:66][C@@H:67]1[CH2:71][CH2:70][N:69]([CH3:72])[C:68]1=[O:73], predict the reaction product. The product is: [Cl:1][C:2]1[CH:3]=[C:4]([C:29]([NH:66][C@@H:67]2[CH2:71][CH2:70][N:69]([CH3:72])[C:68]2=[O:73])=[O:30])[CH:5]=[N:6][C:7]=1[NH:8][NH:9][C:10]([NH:12][CH:13]1[C:19]2[CH:20]=[N:21][CH:22]=[CH:23][C:18]=2[CH2:17][CH2:16][C:15]2[C:24]([F:28])=[CH:25][CH:26]=[CH:27][C:14]1=2)=[S:11]. (6) Given the reactants [CH3:1][O:2][C:3](=[O:22])[C:4]1[C:9](OC)=[CH:8][C:7]([C:12]2[C:17]([CH2:18][CH3:19])=[CH:16][CH:15]=[CH:14][C:13]=2[CH2:20][CH3:21])=[N:6][CH:5]=1.O=P(Cl)(Cl)[Cl:25], predict the reaction product. The product is: [CH3:1][O:2][C:3](=[O:22])[C:4]1[C:9]([Cl:25])=[CH:8][C:7]([C:12]2[C:17]([CH2:18][CH3:19])=[CH:16][CH:15]=[CH:14][C:13]=2[CH2:20][CH3:21])=[N:6][CH:5]=1.